This data is from Forward reaction prediction with 1.9M reactions from USPTO patents (1976-2016). The task is: Predict the product of the given reaction. (1) Given the reactants [O:1]1[C:6]2[CH:7]=[CH:8][CH:9]=[C:10]([N:11]3[CH2:16][CH2:15][NH:14][CH2:13][CH2:12]3)[C:5]=2[O:4][CH2:3][CH2:2]1.C(=O)([O-])[O-].[K+].[K+].[I-].[K+].[Cl:25][C:26]1[CH:36]=[CH:35][C:29]([O:30][CH2:31][CH2:32][CH2:33]Br)=[CH:28][CH:27]=1, predict the reaction product. The product is: [Cl:25][C:26]1[CH:36]=[CH:35][C:29]([O:30][CH2:31][CH2:32][CH2:33][N:14]2[CH2:15][CH2:16][N:11]([C:10]3[C:5]4[O:4][CH2:3][CH2:2][O:1][C:6]=4[CH:7]=[CH:8][CH:9]=3)[CH2:12][CH2:13]2)=[CH:28][CH:27]=1. (2) Given the reactants [CH:1]([P:3](=[O:6])([O-:5])[O-:4])=[CH2:2].[C:7]([OH:11])(=[O:10])[CH:8]=[CH2:9].[OH-].[Na+].C(C=CC(N)=O)C=CC(N)=O.S(OOS([O-])(=O)=O)([O-])(=O)=O.[Na+].[Na+], predict the reaction product. The product is: [CH:1]([P:3](=[O:4])([O-:6])[O-:5])=[CH2:2].[C:7]([OH:11])(=[O:10])[CH:8]=[CH2:9]. (3) Given the reactants [Br:1][C:2]1[CH:3]=[CH:4][C:5]([N+:25]([O-])=O)=[C:6]([NH:8][CH:9]2[CH2:14][CH2:13][N:12]([C@H:15]3[CH2:20][CH2:19][C@H:18]([O:21][CH2:22][CH2:23][CH3:24])[CH2:17][CH2:16]3)[CH2:11][CH2:10]2)[CH:7]=1.O.NN, predict the reaction product. The product is: [Br:1][C:2]1[CH:7]=[C:6]([NH:8][CH:9]2[CH2:14][CH2:13][N:12]([C@H:15]3[CH2:20][CH2:19][C@H:18]([O:21][CH2:22][CH2:23][CH3:24])[CH2:17][CH2:16]3)[CH2:11][CH2:10]2)[C:5]([NH2:25])=[CH:4][CH:3]=1. (4) Given the reactants Cl[C:2]1[C:11]2[C:6](=[CH:7][C:8]([O:14][CH2:15][CH2:16][CH:17]3[CH2:22][CH2:21][N:20]([CH3:23])[CH2:19][CH2:18]3)=[C:9]([O:12][CH3:13])[CH:10]=2)[N:5]=[CH:4][N:3]=1.[F:24][C:25]1[C:33]([OH:34])=[CH:32][CH:31]=[C:30]2[C:26]=1[CH:27]=[CH:28][NH:29]2.C(=O)([O-])[O-].[K+].[K+], predict the reaction product. The product is: [F:24][C:25]1[C:33]([O:34][C:2]2[C:11]3[C:6](=[CH:7][C:8]([O:14][CH2:15][CH2:16][CH:17]4[CH2:22][CH2:21][N:20]([CH3:23])[CH2:19][CH2:18]4)=[C:9]([O:12][CH3:13])[CH:10]=3)[N:5]=[CH:4][N:3]=2)=[CH:32][CH:31]=[C:30]2[C:26]=1[CH:27]=[CH:28][NH:29]2. (5) Given the reactants [Si:1]([O:8][C:9]1([CH2:13][CH:14]([OH:17])CO)[CH2:12][CH2:11][CH2:10]1)([C:4]([CH3:7])([CH3:6])[CH3:5])([CH3:3])[CH3:2].C1COCC1.CC(O)(C)C.O.I([O-])(=O)(=O)=O.[Na+].CCOC(C)=O.CCCCCC, predict the reaction product. The product is: [Si:1]([O:8][C:9]1([CH2:13][CH:14]=[O:17])[CH2:10][CH2:11][CH2:12]1)([C:4]([CH3:7])([CH3:6])[CH3:5])([CH3:3])[CH3:2].